Dataset: Reaction yield outcomes from USPTO patents with 853,638 reactions. Task: Predict the reaction yield, written as a fraction of the theoretical maximum amount of product (1.0 means a 100% yield; for example, 0.34 means a 34% yield). (1) The reactants are [C:1]([O:5][C:6]([N:8]1[CH2:20][CH2:19][C:11]2[NH:12][C:13]3[CH:14]=[CH:15][CH:16]=[CH:17][C:18]=3[C:10]=2[CH2:9]1)=[O:7])([CH3:4])([CH3:3])[CH3:2].C(=O)([O-])[O-].[Cs+].[Cs+].Br[CH2:28][C:29]([O:31][CH2:32][CH3:33])=[O:30]. The catalyst is CC(C)=O. The product is [C:1]([O:5][C:6]([N:8]1[CH2:20][CH2:19][C:11]2[N:12]([CH2:28][C:29]([O:31][CH2:32][CH3:33])=[O:30])[C:13]3[CH:14]=[CH:15][CH:16]=[CH:17][C:18]=3[C:10]=2[CH2:9]1)=[O:7])([CH3:4])([CH3:2])[CH3:3]. The yield is 0.700. (2) The catalyst is O1CCOCC1. The yield is 0.0560. The reactants are [CH:1]([O:4][C:5]1[N:10]=[C:9]([C:11]2[C:19]3[C:14](=[CH:15][CH:16]=[C:17]([C:20]4[N:24]=[C:23]([NH:25][C:26](=[O:28])[CH3:27])[O:22][N:21]=4)[CH:18]=3)[N:13](S(C3C=CC(C)=CC=3)(=O)=O)[CH:12]=2)[CH:8]=[N:7][CH:6]=1)([CH3:3])[CH3:2].[OH-].[Na+]. The product is [CH:1]([O:4][C:5]1[N:10]=[C:9]([C:11]2[C:19]3[C:14](=[CH:15][CH:16]=[C:17]([C:20]4[N:24]=[C:23]([NH:25][C:26](=[O:28])[CH3:27])[O:22][N:21]=4)[CH:18]=3)[NH:13][CH:12]=2)[CH:8]=[N:7][CH:6]=1)([CH3:3])[CH3:2]. (3) The reactants are [CH2:1]([O:5][C:6]1[CH:10]=[C:9]([C:11](OC)=[O:12])[N:8]([CH2:15][C:16]2[CH:21]=[CH:20][C:19]([Cl:22])=[CH:18][C:17]=2[Cl:23])[N:7]=1)[CH2:2][CH2:3][CH3:4].[H-].C([Al+]CC(C)C)C(C)C.[Cl-].[NH4+]. The catalyst is O1CCCC1.C1(C)C=CC=CC=1. The product is [CH2:1]([O:5][C:6]1[CH:10]=[C:9]([CH2:11][OH:12])[N:8]([CH2:15][C:16]2[CH:21]=[CH:20][C:19]([Cl:22])=[CH:18][C:17]=2[Cl:23])[N:7]=1)[CH2:2][CH2:3][CH3:4]. The yield is 0.640. (4) The reactants are [NH:1]([C:7]([O:9][CH2:10][C:11]1[CH:16]=[CH:15][CH:14]=[CH:13][CH:12]=1)=[O:8])[C@H:2]([C:4]([NH2:6])=O)[CH3:3].COC1C=CC(P2(SP(C3C=CC(OC)=CC=3)(=S)S2)=[S:26])=CC=1. The catalyst is O1CCCC1. The product is [NH2:6][C:4](=[S:26])[C@@H:2]([NH:1][C:7](=[O:8])[O:9][CH2:10][C:11]1[CH:16]=[CH:15][CH:14]=[CH:13][CH:12]=1)[CH3:3]. The yield is 1.00. (5) The reactants are [OH:1][CH2:2][C:3]1[O:7][C:6]([CH:8]=O)=[CH:5][CH:4]=1.C1(P(C2C=CC=CC=2)C2C=CC=CC=2)C=CC=CC=1.[Br:29]N1C(=O)CCC1=O. The catalyst is ClCCl. The product is [Br:29][CH2:8][C:6]1[O:7][C:3]([CH:2]=[O:1])=[CH:4][CH:5]=1. The yield is 0.870. (6) The reactants are [N:1]([C@@H:4]1[C@@H:16]([O:17][CH2:18][C:19]2[CH:24]=[CH:23][CH:22]=[CH:21][CH:20]=2)[C@H:15]([OH:25])[C@@H:14]([CH2:26][N:27]2[C:31](=[O:32])[C:30]3=[CH:33][CH:34]=[CH:35][CH:36]=[C:29]3[C:28]2=[O:37])[O:13][C@H:5]1[S:6][C:7]1[CH:12]=[CH:11][CH:10]=[CH:9][CH:8]=1)=[N+:2]=[N-:3].[C:38](OC(=O)C)(=[O:40])[CH3:39]. The catalyst is N1C=CC=CC=1. The product is [C:38]([C@@:15]1([OH:25])[C@@H:14]([CH2:26][N:27]2[C:31](=[O:32])[C:30]3=[CH:33][CH:34]=[CH:35][CH:36]=[C:29]3[C:28]2=[O:37])[O:13][C@@H:5]([S:6][C:7]2[CH:8]=[CH:9][CH:10]=[CH:11][CH:12]=2)[C@H:4]([N:1]=[N+:2]=[N-:3])[C@H:16]1[O:17][CH2:18][C:19]1[CH:20]=[CH:21][CH:22]=[CH:23][CH:24]=1)(=[O:40])[CH3:39]. The yield is 0.930. (7) The reactants are [CH3:1][O:2][C:3]1[CH:52]=[CH:51][C:6]([CH2:7][N:8]([CH2:42][C:43]2[CH:48]=[CH:47][C:46]([O:49][CH3:50])=[CH:45][CH:44]=2)[C:9]2[N:14]=[C:13]([CH3:15])[N:12]=[C:11]([C:16]3[CH:17]=[C:18]([C:32]([N:36]4[CH2:41][CH2:40][O:39][CH2:38][CH2:37]4)([CH3:35])[C:33]#N)[CH:19]=[N:20][C:21]=3[NH:22][C:23]3[CH:24]=[N:25][C:26]([O:30][CH3:31])=[C:27]([F:29])[CH:28]=3)[N:10]=2)=[CH:5][CH:4]=1.C[Mg]Br. The catalyst is C1COCC1. The product is [F:29][C:27]1[CH:28]=[C:23]([NH:22][C:21]2[C:16]([C:11]3[N:12]=[C:13]([CH3:15])[N:14]=[C:9]([N:8]([CH2:7][C:6]4[CH:51]=[CH:52][C:3]([O:2][CH3:1])=[CH:4][CH:5]=4)[CH2:42][C:43]4[CH:44]=[CH:45][C:46]([O:49][CH3:50])=[CH:47][CH:48]=4)[N:10]=3)=[CH:17][C:18]([C:32]([N:36]3[CH2:41][CH2:40][O:39][CH2:38][CH2:37]3)([CH3:33])[CH3:35])=[CH:19][N:20]=2)[CH:24]=[N:25][C:26]=1[O:30][CH3:31]. The yield is 0.737. (8) The reactants are [Cl:1][C:2]1[CH:7]=[C:6]([CH3:8])[N:5]=[CH:4][C:3]=1[CH2:9][OH:10].CC(OI1(OC(C)=O)(OC(C)=O)OC(=O)C2C=CC=CC1=2)=O. The catalyst is ClCCl. The product is [Cl:1][C:2]1[CH:7]=[C:6]([CH3:8])[N:5]=[CH:4][C:3]=1[CH:9]=[O:10]. The yield is 0.750. (9) The reactants are [CH3:1][O:2][C:3]1[CH:4]=[CH:5][C:6]([C:15]2[CH:16]=[CH:17][C:18]3[C:22]4[CH:23]=[CH:24][C:25]([C:27]5[CH:32]=[CH:31][C:30]([O:33][CH3:34])=[CH:29][C:28]=5[C:35]5[CH:40]=[CH:39][CH:38]=[CH:37][CH:36]=5)=[CH:26][C:21]=4[S:20][C:19]=3[CH:41]=2)=[C:7]([C:9]2[CH:14]=[CH:13][CH:12]=[CH:11][CH:10]=2)[CH:8]=1.CO. The catalyst is ClCCl.[Fe](Cl)(Cl)Cl. The product is [CH3:34][O:33][C:30]1[CH:29]=[C:28]2[C:27](=[CH:32][CH:31]=1)[C:25]1[C:24](=[CH:23][C:22]3[C:18]4[CH:17]=[C:16]5[C:15](=[CH:41][C:19]=4[S:20][C:21]=3[CH:26]=1)[C:6]1[C:7](=[CH:8][C:3]([O:2][CH3:1])=[CH:4][CH:5]=1)[C:9]1[C:14]5=[CH:13][CH:12]=[CH:11][CH:10]=1)[C:40]1[C:35]2=[CH:36][CH:37]=[CH:38][CH:39]=1. The yield is 0.930.